Predict the product of the given reaction. From a dataset of Forward reaction prediction with 1.9M reactions from USPTO patents (1976-2016). (1) Given the reactants [Br:1][C:2]1[CH:11]=[CH:10][C:9]2[C:4](=[CH:5][CH:6]=[C:7]([OH:12])[CH:8]=2)[CH:3]=1.N1C=CN=C1.[CH3:18][C:19]([Si:22](Cl)([CH3:24])[CH3:23])([CH3:21])[CH3:20].O, predict the reaction product. The product is: [Br:1][C:2]1[CH:11]=[CH:10][C:9]2[C:4](=[CH:5][CH:6]=[C:7]([O:12][Si:22]([C:19]([CH3:21])([CH3:20])[CH3:18])([CH3:24])[CH3:23])[CH:8]=2)[CH:3]=1. (2) Given the reactants [F:1][C:2]1[CH:7]=[CH:6][C:5]([C:8](=[O:18])[CH2:9][C:10]2[CH:15]=[CH:14][N:13]=[C:12]([S:16][CH3:17])[N:11]=2)=[CH:4][CH:3]=1.CO[CH:21](OC)[N:22]([CH3:24])[CH3:23], predict the reaction product. The product is: [CH3:21][N:22]([CH3:24])/[CH:23]=[C:9](/[C:10]1[CH:15]=[CH:14][N:13]=[C:12]([S:16][CH3:17])[N:11]=1)\[C:8]([C:5]1[CH:6]=[CH:7][C:2]([F:1])=[CH:3][CH:4]=1)=[O:18].